From a dataset of NCI-60 drug combinations with 297,098 pairs across 59 cell lines. Regression. Given two drug SMILES strings and cell line genomic features, predict the synergy score measuring deviation from expected non-interaction effect. (1) Drug 1: C1=C(C(=O)NC(=O)N1)N(CCCl)CCCl. Drug 2: CC12CCC3C(C1CCC2OP(=O)(O)O)CCC4=C3C=CC(=C4)OC(=O)N(CCCl)CCCl.[Na+]. Cell line: SK-MEL-2. Synergy scores: CSS=5.42, Synergy_ZIP=-6.77, Synergy_Bliss=-11.3, Synergy_Loewe=-11.2, Synergy_HSA=-11.1. (2) Drug 1: C1=NC2=C(N1)C(=S)N=C(N2)N. Drug 2: CC1=C2C(C(=O)C3(C(CC4C(C3C(C(C2(C)C)(CC1OC(=O)C(C(C5=CC=CC=C5)NC(=O)C6=CC=CC=C6)O)O)OC(=O)C7=CC=CC=C7)(CO4)OC(=O)C)O)C)OC(=O)C. Cell line: SNB-19. Synergy scores: CSS=14.7, Synergy_ZIP=-9.24, Synergy_Bliss=-12.0, Synergy_Loewe=-37.0, Synergy_HSA=-10.9. (3) Drug 1: CC12CCC3C(C1CCC2O)C(CC4=C3C=CC(=C4)O)CCCCCCCCCS(=O)CCCC(C(F)(F)F)(F)F. Drug 2: C1=CN(C=N1)CC(O)(P(=O)(O)O)P(=O)(O)O. Cell line: CAKI-1. Synergy scores: CSS=3.71, Synergy_ZIP=-0.269, Synergy_Bliss=-0.179, Synergy_Loewe=1.08, Synergy_HSA=-0.818. (4) Drug 1: CC1=C2C(C(=O)C3(C(CC4C(C3C(C(C2(C)C)(CC1OC(=O)C(C(C5=CC=CC=C5)NC(=O)C6=CC=CC=C6)O)O)OC(=O)C7=CC=CC=C7)(CO4)OC(=O)C)O)C)OC(=O)C. Drug 2: CCN(CC)CCCC(C)NC1=C2C=C(C=CC2=NC3=C1C=CC(=C3)Cl)OC. Cell line: HL-60(TB). Synergy scores: CSS=76.4, Synergy_ZIP=-0.523, Synergy_Bliss=-3.36, Synergy_Loewe=-3.41, Synergy_HSA=-0.347. (5) Drug 1: C1C(C(OC1N2C=NC(=NC2=O)N)CO)O. Drug 2: CC1CCCC2(C(O2)CC(NC(=O)CC(C(C(=O)C(C1O)C)(C)C)O)C(=CC3=CSC(=N3)C)C)C. Cell line: T-47D. Synergy scores: CSS=42.8, Synergy_ZIP=5.04, Synergy_Bliss=4.75, Synergy_Loewe=-4.69, Synergy_HSA=4.98.